Dataset: Forward reaction prediction with 1.9M reactions from USPTO patents (1976-2016). Task: Predict the product of the given reaction. Given the reactants Br[CH2:2][C:3]1[CH:8]=[CH:7][C:6]([CH2:9][CH2:10][NH:11][C:12]([C:14]2[CH:19]=[CH:18][C:17]([C:20]3[CH:25]=[CH:24][C:23]([Cl:26])=[CH:22][CH:21]=3)=[CH:16][CH:15]=2)=[O:13])=[CH:5][CH:4]=1.[CH3:27][N:28]1[CH2:32][CH2:31][C:30]2([CH2:36][CH2:35][NH:34][CH2:33]2)[CH2:29]1, predict the reaction product. The product is: [CH3:27][N:28]1[CH2:32][CH2:31][C:30]2([CH2:33][N:34]([CH2:2][C:3]3[CH:8]=[CH:7][C:6]([CH2:9][CH2:10][NH:11][C:12]([C:14]4[CH:19]=[CH:18][C:17]([C:20]5[CH:25]=[CH:24][C:23]([Cl:26])=[CH:22][CH:21]=5)=[CH:16][CH:15]=4)=[O:13])=[CH:5][CH:4]=3)[CH2:35][CH2:36]2)[CH2:29]1.